From a dataset of Full USPTO retrosynthesis dataset with 1.9M reactions from patents (1976-2016). Predict the reactants needed to synthesize the given product. (1) Given the product [NH2:1][C:2]1[N:3]([CH3:23])[C:4](=[O:37])[C:5]2([C:15]3[C:10](=[CH:11][CH:12]=[C:13]([C:32]4[CH:33]=[C:28]([NH:27][C:24](=[O:26])[CH3:25])[CH:29]=[CH:30][CH:31]=4)[CH:14]=3)[O:9][CH:8]([C:17]3[CH:22]=[CH:21][CH:20]=[CH:19][CH:18]=3)[CH2:7]2)[N:6]=1, predict the reactants needed to synthesize it. The reactants are: [NH2:1][C:2]1[N:3]([CH3:23])[CH2:4][C:5]2([C:15]3[C:10](=[CH:11][CH:12]=[C:13](Br)[CH:14]=3)[O:9][CH:8]([C:17]3[CH:22]=[CH:21][CH:20]=[CH:19][CH:18]=3)[CH2:7]2)[N:6]=1.[C:24]([NH:27][C:28]1[CH:29]=[C:30](B(O)O)[CH:31]=[CH:32][CH:33]=1)(=[O:26])[CH3:25].[O:37]1CCOCC1. (2) Given the product [C:12]([C:9]1[CH:10]=[C:11]2[C:6](=[CH:7][C:8]=1[O:14][CH2:15][CH2:16][CH2:17][N:18]1[CH2:22][CH2:21][CH2:20][CH2:19]1)[N:5]=[CH:4][CH:3]=[C:2]2[O:33][C:25]1[CH:26]=[C:27]2[C:31](=[CH:32][C:24]=1[F:23])[NH:30][CH:29]=[CH:28]2)#[N:13], predict the reactants needed to synthesize it. The reactants are: Cl[C:2]1[C:11]2[C:6](=[CH:7][C:8]([O:14][CH2:15][CH2:16][CH2:17][N:18]3[CH2:22][CH2:21][CH2:20][CH2:19]3)=[C:9]([C:12]#[N:13])[CH:10]=2)[N:5]=[CH:4][CH:3]=1.[F:23][C:24]1[CH:32]=[C:31]2[C:27]([CH:28]=[CH:29][NH:30]2)=[CH:26][C:25]=1[OH:33]. (3) The reactants are: Br[C:2]1[CH:3]=[C:4]2[CH2:10][C@:9]3([CH:15]4[CH2:16][CH2:17][N:12]([CH2:13][CH2:14]4)[CH2:11]3)[O:8][C:5]2=[N:6][CH:7]=1.[S:18]1[CH:22]=[CH:21][C:20](B(O)O)=[CH:19]1.C1(N)C(F)=C(F)C(F)=C(N)C=1F.Cl.Cl. Given the product [S:18]1[CH:22]=[CH:21][C:20]([C:2]2[CH:3]=[C:4]3[CH2:10][C@:9]4([CH:15]5[CH2:16][CH2:17][N:12]([CH2:13][CH2:14]5)[CH2:11]4)[O:8][C:5]3=[N:6][CH:7]=2)=[CH:19]1, predict the reactants needed to synthesize it.